From a dataset of NCI-60 drug combinations with 297,098 pairs across 59 cell lines. Regression. Given two drug SMILES strings and cell line genomic features, predict the synergy score measuring deviation from expected non-interaction effect. (1) Cell line: SN12C. Drug 2: CCCCC(=O)OCC(=O)C1(CC(C2=C(C1)C(=C3C(=C2O)C(=O)C4=C(C3=O)C=CC=C4OC)O)OC5CC(C(C(O5)C)O)NC(=O)C(F)(F)F)O. Drug 1: C1=C(C(=O)NC(=O)N1)F. Synergy scores: CSS=16.7, Synergy_ZIP=-4.21, Synergy_Bliss=-7.01, Synergy_Loewe=-5.16, Synergy_HSA=-4.89. (2) Drug 1: CCCCCOC(=O)NC1=NC(=O)N(C=C1F)C2C(C(C(O2)C)O)O. Drug 2: CCN(CC)CCNC(=O)C1=C(NC(=C1C)C=C2C3=C(C=CC(=C3)F)NC2=O)C. Cell line: SF-295. Synergy scores: CSS=-3.15, Synergy_ZIP=1.14, Synergy_Bliss=-1.91, Synergy_Loewe=-2.34, Synergy_HSA=-4.85. (3) Drug 1: CC1=C2C(C(=O)C3(C(CC4C(C3C(C(C2(C)C)(CC1OC(=O)C(C(C5=CC=CC=C5)NC(=O)OC(C)(C)C)O)O)OC(=O)C6=CC=CC=C6)(CO4)OC(=O)C)OC)C)OC. Drug 2: C1CNP(=O)(OC1)N(CCCl)CCCl. Cell line: SK-OV-3. Synergy scores: CSS=30.8, Synergy_ZIP=3.18, Synergy_Bliss=1.02, Synergy_Loewe=-30.8, Synergy_HSA=-0.993.